Dataset: Catalyst prediction with 721,799 reactions and 888 catalyst types from USPTO. Task: Predict which catalyst facilitates the given reaction. (1) Reactant: [NH2:1][C:2]1[CH:3]=[CH:4][CH:5]=[C:6]2[C:11]=1[CH2:10][CH:9]([OH:12])[CH2:8][CH2:7]2.[C:13]1([N:19]=[C:20]=[O:21])[CH:18]=[CH:17][CH:16]=[CH:15][CH:14]=1.C(OC(C)C)(C)C.CCCCCC. Product: [C:13]1([NH:19][C:20]([NH:1][C:2]2[C:11]3[CH2:10][CH:9]([OH:12])[CH2:8][CH2:7][C:6]=3[CH:5]=[CH:4][CH:3]=2)=[O:21])[CH:18]=[CH:17][CH:16]=[CH:15][CH:14]=1. The catalyst class is: 12. (2) Product: [C:25]([C:22]1[CH:23]=[CH:24][C:19]([NH:18][C:3]2[C:2]([F:1])=[C:7]([F:8])[CH:6]=[CH:5][C:4]=2[C:9]2[O:13][C:12]([NH:14][CH2:15][CH2:16][OH:17])=[N:11][N:10]=2)=[C:20]([F:31])[CH:21]=1)#[CH:26]. Reactant: [F:1][C:2]1[C:3]([NH:18][C:19]2[CH:24]=[CH:23][C:22]([C:25]#[C:26][Si](C)(C)C)=[CH:21][C:20]=2[F:31])=[C:4]([C:9]2[O:13][C:12]([NH:14][CH2:15][CH2:16][OH:17])=[N:11][N:10]=2)[CH:5]=[CH:6][C:7]=1[F:8].[F-].[Cs+]. The catalyst class is: 5. (3) Product: [CH3:1][C:2]1([CH3:22])[N:7]2[N:8]=[CH:9][C:10]([C:11]([OH:13])=[O:12])=[C:6]2[NH:5][CH:4]([C:16]2[CH:21]=[CH:20][CH:19]=[CH:18][CH:17]=2)[CH2:3]1. The catalyst class is: 14. Reactant: [CH3:1][C:2]1([CH3:22])[N:7]2[N:8]=[CH:9][C:10]([C:11]([O:13]CC)=[O:12])=[C:6]2[NH:5][CH:4]([C:16]2[CH:21]=[CH:20][CH:19]=[CH:18][CH:17]=2)[CH2:3]1.[OH-].[K+].O.Cl. (4) Reactant: [S:1]1[CH:5]=[CH:4][CH:3]=[C:2]1[C:6]1[CH:7]=[C:8]2[N:13]([CH:14]=1)[CH:12]=[CH:11][CH:10]=[CH:9]2.[C:15](Cl)(=[O:19])[C:16]([Cl:18])=[O:17]. Product: [O:19]=[C:15]([C:14]1[N:13]2[C:8]([CH:9]=[CH:10][CH:11]=[CH:12]2)=[CH:7][C:6]=1[C:2]1[S:1][CH:5]=[CH:4][CH:3]=1)[C:16]([Cl:18])=[O:17]. The catalyst class is: 1. (5) Reactant: Br[C:2]1[CH:7]=[CH:6][CH:5]=[C:4]([CH2:8][O:9][CH2:10][O:11][CH3:12])[CH:3]=1.C(N(CC)CC)C.C1(C)C=CC=CC=1P(C1C=CC=CC=1C)C1C=CC=CC=1C.[C:42]([O:46][CH2:47][CH3:48])(=[O:45])[CH:43]=[CH2:44]. Product: [CH3:12][O:11][CH2:10][O:9][CH2:8][C:4]1[CH:3]=[C:2](/[CH:44]=[CH:43]/[C:42]([O:46][CH2:47][CH3:48])=[O:45])[CH:7]=[CH:6][CH:5]=1. The catalyst class is: 274. (6) Reactant: Cl.[OH:2][C@H:3]1[CH2:7][NH:6][C@H:5]([C:8]([NH:10][CH2:11][C:12]2[CH:17]=[CH:16][C:15]([C:18]3[S:22][CH:21]=[N:20][C:19]=3[CH3:23])=[CH:14][CH:13]=2)=[O:9])[CH2:4]1.C(OC([NH:31][CH2:32][C:33](O)=[O:34])=O)(C)(C)C.CCN(C(C)C)C(C)C.CN(C(ON1N=NC2C=CC=NC1=2)=[N+](C)C)C.F[P-](F)(F)(F)(F)F.C(O)(C(F)(F)F)=O. Product: [NH2:31][CH2:32][C:33]([N:6]1[CH2:7][C@H:3]([OH:2])[CH2:4][C@H:5]1[C:8]([NH:10][CH2:11][C:12]1[CH:13]=[CH:14][C:15]([C:18]2[S:22][CH:21]=[N:20][C:19]=2[CH3:23])=[CH:16][CH:17]=1)=[O:9])=[O:34]. The catalyst class is: 18. (7) Reactant: [Br:1][C:2]1[CH:3]=[C:4]([Cl:17])[C:5]([C:8]2[NH:9][C:10]([C:13]([F:16])([F:15])[F:14])=[CH:11][N:12]=2)=[N:6][CH:7]=1.[H-].[Na+].[CH3:20][Si:21]([CH3:28])([CH3:27])[CH2:22][CH2:23][O:24][CH2:25]Cl.O. Product: [Br:1][C:2]1[CH:3]=[C:4]([Cl:17])[C:5]([C:8]2[N:12]([CH2:25][O:24][CH2:23][CH2:22][Si:21]([CH3:28])([CH3:27])[CH3:20])[CH:11]=[C:10]([C:13]([F:14])([F:15])[F:16])[N:9]=2)=[N:6][CH:7]=1. The catalyst class is: 9. (8) Reactant: [NH2:1][CH:2]1[CH2:7][CH2:6][CH2:5][N:4]([C:8]([O:10][C:11]([CH3:14])([CH3:13])[CH3:12])=[O:9])[CH2:3]1.C(N(CC)CC)C.[Cl:22][C:23]1[CH:28]=[CH:27][C:26]([S:29](Cl)(=[O:31])=[O:30])=[CH:25][CH:24]=1. Product: [Cl:22][C:23]1[CH:28]=[CH:27][C:26]([S:29]([NH:1][CH:2]2[CH2:7][CH2:6][CH2:5][N:4]([C:8]([O:10][C:11]([CH3:14])([CH3:13])[CH3:12])=[O:9])[CH2:3]2)(=[O:31])=[O:30])=[CH:25][CH:24]=1. The catalyst class is: 4. (9) Reactant: [F:1][C:2]1[CH:9]=[CH:8][C:5]([C:6]#[N:7])=[CH:4][C:3]=1[CH3:10].[Br:11]N1C(=O)CCC1=O. Product: [Br:11][CH2:10][C:3]1[CH:4]=[C:5]([CH:8]=[CH:9][C:2]=1[F:1])[C:6]#[N:7]. The catalyst class is: 53. (10) Reactant: C1CCC(N=C=NC2CCCCC2)CC1.[C:16]([NH:23][CH2:24][CH2:25][C:26]([OH:28])=O)([O:18][C:19]([CH3:22])([CH3:21])[CH3:20])=[O:17].[NH2:29][C:30]1[CH:31]=[C:32]([CH:37]=[CH:38][C:39]=1[NH:40][CH3:41])[C:33]([O:35][CH3:36])=[O:34]. Product: [C:19]([O:18][C:16]([NH:23][CH2:24][CH2:25][C:26]([NH:29][C:30]1[CH:31]=[C:32]([CH:37]=[CH:38][C:39]=1[NH:40][CH3:41])[C:33]([O:35][CH3:36])=[O:34])=[O:28])=[O:17])([CH3:20])([CH3:21])[CH3:22]. The catalyst class is: 2.